Dataset: Reaction yield outcomes from USPTO patents with 853,638 reactions. Task: Predict the reaction yield, written as a fraction of the theoretical maximum amount of product (1.0 means a 100% yield; for example, 0.34 means a 34% yield). (1) The catalyst is O1CCOCC1. The yield is 0.960. The product is [ClH:36].[CH2:1]([O:3][C:4]1[CH:5]=[C:6]([CH:30]=[CH:31][C:32]=1[O:33][CH2:34][CH3:35])[CH2:7][C:8]1[O:12][N:11]=[C:10]([C:13]2[CH:21]=[CH:20][CH:19]=[C:18]3[C:14]=2[CH2:15][CH2:16][C@H:17]3[NH2:22])[N:9]=1)[CH3:2]. The reactants are [CH2:1]([O:3][C:4]1[CH:5]=[C:6]([CH:30]=[CH:31][C:32]=1[O:33][CH2:34][CH3:35])[CH2:7][C:8]1[O:12][N:11]=[C:10]([C:13]2[CH:21]=[CH:20][CH:19]=[C:18]3[C:14]=2[CH2:15][CH2:16][C@H:17]3[NH:22]C(=O)OC(C)(C)C)[N:9]=1)[CH3:2].[ClH:36]. (2) The reactants are CC([O-])(C)C.[K+].CC1C=CC(S([CH2:17][N+:18]#[C-])(=O)=O)=CC=1.[Cl:20][C:21]1[CH:22]=[C:23]([CH:26]=[CH:27][C:28]=1[O:29][CH3:30])[CH:24]=O.CO. The catalyst is C1COCC1.O. The product is [Cl:20][C:21]1[CH:22]=[C:23]([CH2:24][C:17]#[N:18])[CH:26]=[CH:27][C:28]=1[O:29][CH3:30]. The yield is 0.830.